This data is from NCI-60 drug combinations with 297,098 pairs across 59 cell lines. The task is: Regression. Given two drug SMILES strings and cell line genomic features, predict the synergy score measuring deviation from expected non-interaction effect. (1) Drug 1: C1=CC(=CC=C1CCC2=CNC3=C2C(=O)NC(=N3)N)C(=O)NC(CCC(=O)O)C(=O)O. Drug 2: C1CCC(CC1)NC(=O)N(CCCl)N=O. Cell line: SK-MEL-2. Synergy scores: CSS=14.9, Synergy_ZIP=-8.88, Synergy_Bliss=-9.14, Synergy_Loewe=-23.5, Synergy_HSA=-8.22. (2) Cell line: ACHN. Synergy scores: CSS=56.5, Synergy_ZIP=-3.80, Synergy_Bliss=-4.61, Synergy_Loewe=-0.213, Synergy_HSA=1.21. Drug 2: CC1CCCC2(C(O2)CC(NC(=O)CC(C(C(=O)C(C1O)C)(C)C)O)C(=CC3=CSC(=N3)C)C)C. Drug 1: C1CN1P(=S)(N2CC2)N3CC3. (3) Drug 1: C1CCN(CC1)CCOC2=CC=C(C=C2)C(=O)C3=C(SC4=C3C=CC(=C4)O)C5=CC=C(C=C5)O. Drug 2: C1=CC=C(C=C1)NC(=O)CCCCCCC(=O)NO. Cell line: SW-620. Synergy scores: CSS=2.21, Synergy_ZIP=-1.56, Synergy_Bliss=2.57, Synergy_Loewe=-4.25, Synergy_HSA=-3.93. (4) Drug 1: CC12CCC(CC1=CCC3C2CCC4(C3CC=C4C5=CN=CC=C5)C)O. Drug 2: C1=NC2=C(N1)C(=S)N=CN2. Cell line: LOX IMVI. Synergy scores: CSS=16.9, Synergy_ZIP=-7.39, Synergy_Bliss=-12.8, Synergy_Loewe=-17.0, Synergy_HSA=-11.0. (5) Drug 2: CCC1(CC2CC(C3=C(CCN(C2)C1)C4=CC=CC=C4N3)(C5=C(C=C6C(=C5)C78CCN9C7C(C=CC9)(C(C(C8N6C)(C(=O)OC)O)OC(=O)C)CC)OC)C(=O)OC)O. Drug 1: CC12CCC3C(C1CCC2NC(=O)OCC(F)(F)F)CCC4C3(C=CC(=O)N4C)C. Synergy scores: CSS=34.0, Synergy_ZIP=-2.39, Synergy_Bliss=-4.35, Synergy_Loewe=-65.8, Synergy_HSA=-0.594. Cell line: NCI-H460. (6) Drug 1: CN(CCCl)CCCl.Cl. Drug 2: CC1C(C(CC(O1)OC2CC(CC3=C2C(=C4C(=C3O)C(=O)C5=CC=CC=C5C4=O)O)(C(=O)C)O)N)O. Cell line: RPMI-8226. Synergy scores: CSS=56.2, Synergy_ZIP=-6.01, Synergy_Bliss=-7.73, Synergy_Loewe=-5.24, Synergy_HSA=-3.24. (7) Drug 1: CC1CCC2CC(C(=CC=CC=CC(CC(C(=O)C(C(C(=CC(C(=O)CC(OC(=O)C3CCCCN3C(=O)C(=O)C1(O2)O)C(C)CC4CCC(C(C4)OC)OCCO)C)C)O)OC)C)C)C)OC. Drug 2: CN(C(=O)NC(C=O)C(C(C(CO)O)O)O)N=O. Cell line: OVCAR-8. Synergy scores: CSS=2.03, Synergy_ZIP=1.57, Synergy_Bliss=5.48, Synergy_Loewe=-3.94, Synergy_HSA=-4.49.